Task: Predict the reactants needed to synthesize the given product.. Dataset: Full USPTO retrosynthesis dataset with 1.9M reactions from patents (1976-2016) (1) Given the product [CH2:17]([N:24]1[C:7]([C:1]2[CH:6]=[CH:5][CH:4]=[CH:3][CH:2]=2)=[C:8]([N:12]=[O:13])[C:9]([CH3:10])=[N:25]1)[C:18]1[CH:23]=[CH:22][CH:21]=[CH:20][CH:19]=1, predict the reactants needed to synthesize it. The reactants are: [C:1]1([C:7](=O)[C:8](=[N:12][OH:13])[C:9](=O)[CH3:10])[CH:6]=[CH:5][CH:4]=[CH:3][CH:2]=1.Cl.Cl.[CH2:17]([NH:24][NH2:25])[C:18]1[CH:23]=[CH:22][CH:21]=[CH:20][CH:19]=1. (2) Given the product [O:17]1[C:16]2([CH2:21][CH2:22][CH:13]([CH2:12][CH2:10][OH:9])[CH2:14][CH2:15]2)[O:20][CH2:19][CH2:18]1, predict the reactants needed to synthesize it. The reactants are: [H-].[Al+3].[Li+].[H-].[H-].[H-].C([O:9][C:10]([CH2:12][CH:13]1[CH2:22][CH2:21][C:16]2([O:20][CH2:19][CH2:18][O:17]2)[CH2:15][CH2:14]1)=O)C.O.S([O-])([O-])(=O)=O.[Na+].[Na+]. (3) Given the product [CH2:4]1[C:5]2[C:10](=[CH:9][CH:8]=[CH:7][CH:6]=2)[CH2:11][CH2:12][C@H:3]1[NH:2][C:20](=[O:23])[CH2:21][CH3:22], predict the reactants needed to synthesize it. The reactants are: Cl.[NH2:2][C@@H:3]1[CH2:12][CH2:11][C:10]2[C:5](=[CH:6][CH:7]=[CH:8][CH:9]=2)[CH2:4]1.C(N(CC)CC)C.[C:20](O[C:20](=[O:23])[CH2:21][CH3:22])(=[O:23])[CH2:21][CH3:22]. (4) Given the product [Cl:18][C:19]1[C:27]([C:28]([F:29])([F:30])[F:31])=[CH:26][CH:25]=[CH:24][C:20]=1[C:21]([NH:1][CH:2]([C:7]1[CH:8]=[CH:9][C:10]([S:13][CH2:14][CH:15]2[CH2:16][CH2:17]2)=[CH:11][CH:12]=1)[C:3]([OH:5])([CH3:6])[CH3:4])=[O:22], predict the reactants needed to synthesize it. The reactants are: [NH2:1][CH:2]([C:7]1[CH:12]=[CH:11][C:10]([S:13][CH2:14][CH:15]2[CH2:17][CH2:16]2)=[CH:9][CH:8]=1)[C:3]([CH3:6])([OH:5])[CH3:4].[Cl:18][C:19]1[C:27]([C:28]([F:31])([F:30])[F:29])=[CH:26][CH:25]=[CH:24][C:20]=1[C:21](Cl)=[O:22].C(=O)(O)[O-].[Na+]. (5) Given the product [Cl:13][C:14]1[C:19]([Cl:20])=[C:18]([CH:17]=[CH:16][N:15]=1)[C:21]([OH:23])=[O:22], predict the reactants needed to synthesize it. The reactants are: C(NC(C)C)(C)C.[Li]CCCC.[Cl:13][C:14]1[C:19]([Cl:20])=[CH:18][CH:17]=[CH:16][N:15]=1.[C:21](=[O:23])=[O:22]. (6) Given the product [CH3:14][O:15][C:16]1[CH:21]=[CH:20][CH:19]=[CH:18][C:17]=1[CH2:22][CH2:23][NH:24][C:11]([C:9]1[NH:8][C:5]2=[CH:6][N:7]=[C:2]([Cl:1])[CH:3]=[C:4]2[CH:10]=1)=[O:13], predict the reactants needed to synthesize it. The reactants are: [Cl:1][C:2]1[CH:3]=[C:4]2[CH:10]=[C:9]([C:11]([OH:13])=O)[NH:8][C:5]2=[CH:6][N:7]=1.[CH3:14][O:15][C:16]1[CH:21]=[CH:20][CH:19]=[CH:18][C:17]=1[CH2:22][CH2:23][NH2:24].